The task is: Binary Classification. Given a miRNA mature sequence and a target amino acid sequence, predict their likelihood of interaction.. This data is from Experimentally validated miRNA-target interactions with 360,000+ pairs, plus equal number of negative samples. (1) The miRNA is hsa-miR-3182 with sequence GCUUCUGUAGUGUAGUC. The protein sequence of the target gene is MASAASVTSLADEVNCPICQGTLREPVTIDCGHNFCRACLTRYCEIPGPDLEESPTCPLCKEPFRPGSFRPNWQLANVVENIERLQLVSTLGLGEEDVCQEHGEKIYFFCEDDEMQLCVVCREAGEHATHTMRFLEDAAAPYREQIHKCLKCLRKEREEIQEIQSRENKRMQVLLTQVSTKRQQVISEFAHLRKFLEEQQSILLAQLESQDGDILRQRDEFDLLVAGEICRFSALIEELEEKNERPARELLTDIRSTLIRCETRKCRKPVAVSPELGQRIRDFPQQALPLQREMKMFLEK.... Result: 1 (interaction). (2) The miRNA is hsa-miR-181c-5p with sequence AACAUUCAACCUGUCGGUGAGU. The protein sequence of the target gene is MAEDSESAASQQSLELDDQDTCGIDGDNEEETEHAKGSPGGYLGAKKKKKKQKRKKEKPNSGGTKSDSASDSQEIKIQQPSKNPSVPMQKLQDIQRAMELLSACQGPARNIDEAAKHRYQFWDTQPVPKLDEVITSHGAIEPDKDNVRQEPYSLPQGFMWDTLDLSDAEVLKELYTLLNENYVEDDDNMFRFDYSPEFLLWALRPPGWLLQWHCGVRVSSNKKLVGFISAIPANIRIYDSVKKMVEINFLCVHKKLRSKRVAPVLIREITRRVNLEGIFQAVYTAGVVLPKPIATCRYWH.... Result: 1 (interaction).